Dataset: Full USPTO retrosynthesis dataset with 1.9M reactions from patents (1976-2016). Task: Predict the reactants needed to synthesize the given product. (1) Given the product [F:32][CH:2]([F:1])[C:3]1[N:7]([C:8]2[N:13]=[C:12]([N:14]3[CH2:15][CH2:16][O:17][CH2:18][CH2:19]3)[N:11]=[C:10]([O:20][C@H:21]3[CH2:22][CH2:23][C@H:24]([NH:27][C:46](=[O:47])[C@@H:41]([N:40]([CH3:49])[C:38](=[O:39])[O:37][C:33]([CH3:34])([CH3:36])[CH3:35])[CH2:42][CH2:43][S:44][CH3:45])[CH2:25][CH2:26]3)[CH:9]=2)[C:6]2[CH:28]=[CH:29][CH:30]=[CH:31][C:5]=2[N:4]=1, predict the reactants needed to synthesize it. The reactants are: [F:1][CH:2]([F:32])[C:3]1[N:7]([C:8]2[N:13]=[C:12]([N:14]3[CH2:19][CH2:18][O:17][CH2:16][CH2:15]3)[N:11]=[C:10]([O:20][C@H:21]3[CH2:26][CH2:25][C@H:24]([NH2:27])[CH2:23][CH2:22]3)[CH:9]=2)[C:6]2[CH:28]=[CH:29][CH:30]=[CH:31][C:5]=2[N:4]=1.[C:33]([O:37][C:38]([N:40]([CH3:49])[C@H:41]([C:46](O)=[O:47])[CH2:42][CH2:43][S:44][CH3:45])=[O:39])([CH3:36])([CH3:35])[CH3:34].N1(O)C2C=CC=CC=2N=N1.Cl.CN(C)CCCN=C=NCC. (2) Given the product [NH:3]1[C:11]2[C:6](=[CH:7][C:8]([C:25]3[CH:32]=[CH:31][C:28]([C:29]#[N:30])=[CH:27][CH:26]=3)=[CH:9][CH:10]=2)[CH:5]=[CH:4]1, predict the reactants needed to synthesize it. The reactants are: N#N.[NH:3]1[C:11]2[C:6](=[CH:7][C:8](B(O)O)=[CH:9][CH:10]=2)[CH:5]=[CH:4]1.C(Cl)Cl.C([O-])([O-])=O.[Na+].[Na+].Br[C:25]1[CH:32]=[CH:31][C:28]([C:29]#[N:30])=[CH:27][CH:26]=1.